From a dataset of Aqueous solubility values for 9,982 compounds from the AqSolDB database. Regression/Classification. Given a drug SMILES string, predict its absorption, distribution, metabolism, or excretion properties. Task type varies by dataset: regression for continuous measurements (e.g., permeability, clearance, half-life) or binary classification for categorical outcomes (e.g., BBB penetration, CYP inhibition). For this dataset (solubility_aqsoldb), we predict Y. (1) The compound is CC(C)(C)[C@H](O)[C@H](Oc1ccc(Cl)cc1)n1cncn1. The Y is -3.95 log mol/L. (2) The molecule is O=C(O)C(I)=C(Br)I. The Y is -1.29 log mol/L. (3) The molecule is O=C1OCc2ccc3ccccc3c21. The Y is -3.31 log mol/L. (4) The molecule is CC[N+](CC)(CC)Cc1ccccc1.[Cl-]. The Y is -0.00727 log mol/L. (5) The compound is NCC1(CC(=O)O)CCCCC1.[Cl-].[H+]. The Y is 0.0190 log mol/L.